This data is from Forward reaction prediction with 1.9M reactions from USPTO patents (1976-2016). The task is: Predict the product of the given reaction. (1) The product is: [CH2:1]([O:8][C:9]1[CH:19]=[CH:18][C:17]([S:20]([C:23]2[CH:24]=[CH:25][C:26]([CH2:29][CH2:30][N:31]([CH2:40][C:41]3[CH:46]=[CH:45][CH:44]=[CH:43][CH:42]=3)[C:32](=[O:37])[C:33]([F:36])([F:35])[F:34])=[CH:27][CH:28]=2)(=[O:22])=[O:21])=[CH:16][C:10]=1[C:11]([O:13][CH2:14][CH3:15])=[O:12])[C:2]1[CH:3]=[CH:4][CH:5]=[CH:6][CH:7]=1. Given the reactants [CH2:1]([O:8][C:9]1[CH:19]=[CH:18][C:17]([S:20]([C:23]2[CH:28]=[CH:27][C:26]([CH2:29][CH2:30][NH:31][C:32](=[O:37])[C:33]([F:36])([F:35])[F:34])=[CH:25][CH:24]=2)(=[O:22])=[O:21])=[CH:16][C:10]=1[C:11]([O:13][CH2:14][CH3:15])=[O:12])[C:2]1[CH:7]=[CH:6][CH:5]=[CH:4][CH:3]=1.[H-].[Na+].[CH2:40](Br)[C:41]1[CH:46]=[CH:45][CH:44]=[CH:43][CH:42]=1.O, predict the reaction product. (2) The product is: [CH2:12]([N:24]1[CH2:27][CH:26]([C:25]([OH:33])=[O:32])[CH2:28][C:29]1=[O:30])[CH2:13][CH2:14][CH2:15][CH2:16][CH2:17][CH2:18][CH2:19][CH2:20][CH2:21][CH2:22][CH3:23]. Given the reactants C1O[C@@H]2O[C@H]1[C@@H](O)[C@H](O)[C@H]2O.[CH2:12]([NH2:24])[CH2:13][CH2:14][CH2:15][CH2:16][CH2:17][CH2:18][CH2:19][CH2:20][CH2:21][CH2:22][CH3:23].[C:25]([OH:33])(=[O:32])[C:26]([CH2:28][C:29](O)=[O:30])=[CH2:27].C1CCCCC1, predict the reaction product. (3) Given the reactants [Cl:1][CH2:2][C:3]([C:5]1[S:6][CH:7]=[CH:8][CH:9]=1)=[O:4].[S:10]1[CH:14]=[C:13]([C@@H:15]([NH:27][C:28]2[CH:33]=[CH:32][CH:31]=[CH:30][CH:29]=2)[C:16]([O:18][C@@H:19]2[CH:24]3[CH2:25][CH2:26][N:21]([CH2:22][CH2:23]3)[CH2:20]2)=[O:17])[C:12]2[CH:34]=[CH:35][CH:36]=[CH:37][C:11]1=2.C(OCC)C, predict the reaction product. The product is: [Cl-:1].[S:10]1[CH:14]=[C:13]([C@@H:15]([NH:27][C:28]2[CH:33]=[CH:32][CH:31]=[CH:30][CH:29]=2)[C:16]([O:18][C@@H:19]2[CH:24]3[CH2:25][CH2:26][N+:21]([CH2:2][C:3](=[O:4])[C:5]4[S:6][CH:7]=[CH:8][CH:9]=4)([CH2:22][CH2:23]3)[CH2:20]2)=[O:17])[C:12]2[CH:34]=[CH:35][CH:36]=[CH:37][C:11]1=2.